Dataset: Forward reaction prediction with 1.9M reactions from USPTO patents (1976-2016). Task: Predict the product of the given reaction. (1) Given the reactants Br[C:2]1[CH:7]=[CH:6][C:5]([N:8]2[CH:12]=[CH:11][N:10]=[CH:9]2)=[CH:4][CH:3]=1.[NH:13]1[CH:17]=[CH:16][CH:15]=[N:14]1, predict the reaction product. The product is: [N:8]1([C:5]2[CH:6]=[CH:7][C:2]([N:13]3[CH:17]=[CH:16][CH:15]=[N:14]3)=[CH:3][CH:4]=2)[CH:12]=[CH:11][N:10]=[CH:9]1. (2) Given the reactants [NH2:1][C:2]1[CH:7]=[CH:6][C:5]([C:8]2[CH:13]=[CH:12][CH:11]=[CH:10][CH:9]=2)=[CH:4][CH:3]=1.Br[C:15]1[CH:20]=[CH:19][C:18]([C:21]2[CH:26]=[CH:25][CH:24]=[C:23]([C:27]3[CH:32]=[CH:31][CH:30]=[CH:29][CH:28]=3)[CH:22]=2)=[CH:17][CH:16]=1.CC(C)([O-])C.[Na+], predict the reaction product. The product is: [C:5]1([C:8]2[CH:13]=[CH:12][CH:11]=[CH:10][CH:9]=2)[CH:4]=[CH:3][C:2]([NH:1][C:30]2[CH:29]=[CH:28][C:27]([C:23]3[CH:24]=[CH:25][CH:26]=[C:21]([C:18]4[CH:19]=[CH:20][CH:15]=[CH:16][CH:17]=4)[CH:22]=3)=[CH:32][CH:31]=2)=[CH:7][CH:6]=1.